Task: Predict which catalyst facilitates the given reaction.. Dataset: Catalyst prediction with 721,799 reactions and 888 catalyst types from USPTO (1) Reactant: C([N:8]1[CH2:13][CH2:12][N:11]([C:14]2[CH:19]=[N:18][CH:17]=[C:16]([C:20]3[CH:21]=[C:22]4[C:26](=[CH:27][CH:28]=3)[N:25](COC([Si](C)(C)C)C)[N:24]=[C:23]4[CH3:37])[N:15]=2)[CH2:10][C@@H:9]1[CH2:38][C:39]1[CH:44]=[CH:43][CH:42]=[CH:41][CH:40]=1)(OC(C)(C)C)=O. Product: [CH2:38]([C@@H:9]1[NH:8][CH2:13][CH2:12][N:11]([C:14]2[CH:19]=[N:18][CH:17]=[C:16]([C:20]3[CH:21]=[C:22]4[C:26](=[CH:27][CH:28]=3)[NH:25][N:24]=[C:23]4[CH3:37])[N:15]=2)[CH2:10]1)[C:39]1[CH:40]=[CH:41][CH:42]=[CH:43][CH:44]=1. The catalyst class is: 55. (2) Reactant: [OH:1][C:2]1([C:8]2[CH:13]=[CH:12][CH:11]=[CH:10][N+:9]=2[O-])[CH2:7][CH2:6][O:5][CH2:4][CH2:3]1.[CH3:15][N:16](C)C(Cl)=O.C[Si](C#N)(C)C.C(=O)([O-])[O-].[Na+].[Na+]. Product: [OH:1][C:2]1([C:8]2[N:9]=[C:10]([C:15]#[N:16])[CH:11]=[CH:12][CH:13]=2)[CH2:7][CH2:6][O:5][CH2:4][CH2:3]1. The catalyst class is: 4. (3) Reactant: [B-](F)(F)(F)F.[B-](F)(F)(F)F.C1[N+]2(CCl)CC[N+]([F:21])(CC2)C1.[Br:22][C:23]1[CH:28]=[CH:27][C:26]([C:29]2[N:30]=[C:31]([N:34]3[C@@H:38]([CH2:39][CH3:40])[CH2:37][O:36][C:35]3=[O:41])[S:32][CH:33]=2)=[CH:25][CH:24]=1. Product: [Br:22][C:23]1[CH:28]=[CH:27][C:26]([C:29]2[N:30]=[C:31]([N:34]3[C@@H:38]([CH2:39][CH3:40])[CH2:37][O:36][C:35]3=[O:41])[S:32][C:33]=2[F:21])=[CH:25][CH:24]=1. The catalyst class is: 10. (4) Reactant: OC1C2N=NNC=2C=CC=1.Cl.CN(C)CCCN=C=NCC.[CH3:23][C:24]1[N:25]=[CH:26][C:27]([C:30](O)=O)=[N:28][CH:29]=1.[CH3:33][NH:34][C:35](=[S:38])[NH:36][NH2:37]. Product: [CH3:33][N:34]1[C:30]([C:27]2[CH:26]=[N:25][C:24]([CH3:23])=[CH:29][N:28]=2)=[N:37][N:36]=[C:35]1[SH:38]. The catalyst class is: 9. (5) Reactant: [CH3:1][C:2]1[CH:11]=[C:10]2[C:5]([C:6]([N:19]3[CH2:24][CH2:23][NH:22][CH2:21][CH2:20]3)=[N:7][C:8]([C:12]3[CH:17]=[CH:16][CH:15]=[CH:14][C:13]=3[OH:18])=[N:9]2)=[CH:4][CH:3]=1.[OH:25][C@@H:26]([CH2:30][C:31]1[NH:35][CH:34]=[N:33][CH:32]=1)[C:27](O)=[O:28].C(N(CC)CC)C.F[P-](F)(F)(F)(F)F.N1(O[P+](N(C)C)(N(C)C)N(C)C)C2C=CC=CC=2N=N1. Product: [OH:25][C@@H:26]([CH2:30][C:31]1[NH:35][CH:34]=[N:33][CH:32]=1)[C:27]([N:22]1[CH2:23][CH2:24][N:19]([C:6]2[C:5]3[C:10](=[CH:11][C:2]([CH3:1])=[CH:3][CH:4]=3)[N:9]=[C:8]([C:12]3[CH:17]=[CH:16][CH:15]=[CH:14][C:13]=3[OH:18])[N:7]=2)[CH2:20][CH2:21]1)=[O:28]. The catalyst class is: 34. (6) Reactant: C([O:8][C:9](=[O:31])[C@@H:10]1[CH2:14][CH2:13][CH2:12][N:11]1[C:15](=[O:30])[CH:16]([CH2:26][CH:27]([CH3:29])[CH3:28])[NH:17][C:18](=[O:25])[C:19]1[CH:24]=[CH:23][CH:22]=[CH:21][CH:20]=1)C1C=CC=CC=1.[H][H]. The catalyst class is: 129. Product: [C:18]([NH:17][CH:16]([C:15]([N:11]1[CH2:12][CH2:13][CH2:14][C@H:10]1[C:9]([OH:31])=[O:8])=[O:30])[CH2:26][CH:27]([CH3:29])[CH3:28])(=[O:25])[C:19]1[CH:20]=[CH:21][CH:22]=[CH:23][CH:24]=1. (7) Reactant: [Br:1]N1C(=O)CCC1=O.[CH2:9]([C:21]1[CH:25]=[CH:24][S:23][CH:22]=1)[CH2:10][CH2:11][CH2:12][CH2:13][CH2:14][CH2:15][CH2:16][CH2:17][CH2:18][CH2:19][CH3:20].O. Product: [Br:1][C:22]1[S:23][CH:24]=[CH:25][C:21]=1[CH2:9][CH2:10][CH2:11][CH2:12][CH2:13][CH2:14][CH2:15][CH2:16][CH2:17][CH2:18][CH2:19][CH3:20]. The catalyst class is: 3. (8) Reactant: [N+:1]([C:4]1[CH:5]=[C:6]([NH2:14])[C:7]2[CH2:8][CH2:9][CH2:10][CH2:11][C:12]=2[CH:13]=1)([O-:3])=[O:2].[N:15]([O-])=O.[Na+]. Product: [N+:1]([C:4]1[CH:13]=[C:12]2[CH2:11][CH2:10][CH2:9][C:8]3=[N:15][NH:14][C:6]([CH:5]=1)=[C:7]23)([O-:3])=[O:2]. The catalyst class is: 86. (9) Reactant: C([N:3](CC)CC)C.P(N=[N+]=[N-])(OC1C=CC=CC=1)(OC1C=CC=CC=1)=O.[CH3:27][O:28][C:29]1[C:30]([N+:38]([O-:40])=[O:39])=[C:31]([CH:35]=[CH:36][CH:37]=1)C(O)=O.O. Product: [CH3:27][O:28][C:29]1[C:30]([N+:38]([O-:40])=[O:39])=[C:31]([NH2:3])[CH:35]=[CH:36][CH:37]=1. The catalyst class is: 11.